Dataset: Reaction yield outcomes from USPTO patents with 853,638 reactions. Task: Predict the reaction yield, written as a fraction of the theoretical maximum amount of product (1.0 means a 100% yield; for example, 0.34 means a 34% yield). (1) The reactants are [NH2:1][C:2]1[S:3][CH:4]=[CH:5][N:6]=1.N1C=CC=CC=1.[C:13]1([O:19][C:20](Cl)=[O:21])[CH:18]=[CH:17][CH:16]=[CH:15][CH:14]=1.C(OCC)(=O)C.O1CCCC1. The catalyst is CN(C)C=O.O. The product is [C:13]1([O:19][C:20](=[O:21])[NH:1][C:2]2[S:3][CH:4]=[CH:5][N:6]=2)[CH:18]=[CH:17][CH:16]=[CH:15][CH:14]=1. The yield is 0.960. (2) The reactants are Cl[C:2]1[N:6]([CH3:7])[C:5]2[CH:8]=[CH:9][CH:10]=[CH:11][C:4]=2[N:3]=1.C1C=CC(P(C2C(C3C(P(C4C=CC=CC=4)C4C=CC=CC=4)=CC=C4C=3C=CC=C4)=C3C(C=CC=C3)=CC=2)C2C=CC=CC=2)=CC=1.CC(C)([O-])C.[Na+].[C:64]([O:68][C:69]([N:71]1[CH2:76][CH2:75][CH:74]([NH2:77])[CH2:73][CH2:72]1)=[O:70])([CH3:67])([CH3:66])[CH3:65].N#N. The catalyst is C1C=CC(/C=C/C(/C=C/C2C=CC=CC=2)=O)=CC=1.C1C=CC(/C=C/C(/C=C/C2C=CC=CC=2)=O)=CC=1.C1C=CC(/C=C/C(/C=C/C2C=CC=CC=2)=O)=CC=1.[Pd].[Pd].C1(C)C=CC=CC=1. The product is [C:64]([O:68][C:69]([N:71]1[CH2:76][CH2:75][CH:74]([NH:77][C:2]2[N:6]([CH3:7])[C:5]3[CH:8]=[CH:9][CH:10]=[CH:11][C:4]=3[N:3]=2)[CH2:73][CH2:72]1)=[O:70])([CH3:67])([CH3:65])[CH3:66]. The yield is 0.210.